Dataset: Peptide-MHC class I binding affinity with 185,985 pairs from IEDB/IMGT. Task: Regression. Given a peptide amino acid sequence and an MHC pseudo amino acid sequence, predict their binding affinity value. This is MHC class I binding data. (1) The peptide sequence is GSKYRGLPK. The MHC is HLA-A02:03 with pseudo-sequence HLA-A02:03. The binding affinity (normalized) is 0.0847. (2) The peptide sequence is EGGVGWRHW. The MHC is HLA-B57:01 with pseudo-sequence HLA-B57:01. The binding affinity (normalized) is 0.143.